Dataset: Reaction yield outcomes from USPTO patents with 853,638 reactions. Task: Predict the reaction yield, written as a fraction of the theoretical maximum amount of product (1.0 means a 100% yield; for example, 0.34 means a 34% yield). (1) The yield is 0.190. No catalyst specified. The product is [C:7]([CH:6]([C:11]1[CH:12]=[CH:13][C:14]([N:17]2[C:26]3[N:27]4[CH:33]=[C:32]([O:34][CH3:35])[CH:31]=[CH:30][C:28]4=[N:29][C:25]=3[C:24]3[C:19](=[CH:20][CH:21]=[CH:22][CH:23]=3)[C:18]2=[O:36])=[CH:15][N:16]=1)[C:4]#[N:37])#[N:8]. The reactants are [H-].[Na+].C(#N)[CH:4]([CH2:6][C:7]#[N:8])O.Br[C:11]1[N:16]=[CH:15][C:14]([N:17]2[C:26]3[N:27]4[CH:33]=[C:32]([O:34][CH3:35])[CH:31]=[CH:30][C:28]4=[N:29][C:25]=3[C:24]3[C:19](=[CH:20][CH:21]=[CH:22][CH:23]=3)[C:18]2=[O:36])=[CH:13][CH:12]=1.[N:37]1C=CC=CC=1. (2) The reactants are [F:1][C:2]1[CH:7]=[CH:6][CH:5]=[C:4]([N+]([O-])=O)[C:3]=1[F:11].[Cl-].[NH4+:13]. The catalyst is CO.O.[Fe]. The product is [F:1][C:2]1[CH:7]=[CH:6][C:5]([NH2:13])=[CH:4][C:3]=1[F:11]. The yield is 0.430. (3) The catalyst is C(OCC)(=O)C.C(O)(=O)C.[Pd]. The yield is 0.600. The product is [C:15]1([CH3:18])[CH:14]=[CH:13][C:12]([C:10]2[O:11][C:7]3[CH:6]=[CH:5][C:4]([NH2:1])=[CH:19][C:8]=3[N:9]=2)=[CH:17][CH:16]=1. The reactants are [N+:1]([C:4]1[CH:5]=[CH:6][C:7]2[O:11][C:10]([C:12]3[CH:17]=[CH:16][C:15]([CH3:18])=[CH:14][CH:13]=3)=[N:9][C:8]=2[CH:19]=1)([O-])=O. (4) The reactants are [CH2:1]([OH:7])[CH:2]([OH:6])[CH2:3][CH2:4][OH:5].[CH3:8][C:9]([CH3:11])=O.C(N(CC)CC)C. The catalyst is O.C1(C)C=CC(S(O)(=O)=O)=CC=1. The product is [CH3:8][C:9]1([CH3:11])[O:6][CH:2]([CH2:3][CH2:4][OH:5])[CH2:1][O:7]1. The yield is 0.803.